From a dataset of Full USPTO retrosynthesis dataset with 1.9M reactions from patents (1976-2016). Predict the reactants needed to synthesize the given product. (1) Given the product [C:11]([C:5]1[CH:6]=[CH:7][C:2]([C:1]([NH2:9])=[O:8])=[CH:3][N:4]=1)([CH3:15])([CH3:12])[CH3:10], predict the reactants needed to synthesize it. The reactants are: [C:1]([NH2:9])(=[O:8])[C:2]1[CH:7]=[CH:6][CH:5]=[N:4][CH:3]=1.[CH3:10][C:11](C)([CH3:15])[C:12](O)=O.C(=O)=O.N. (2) Given the product [O:33]=[C:34]1[N:39]([CH2:51][CH2:52][CH2:53][C:54]([F:57])([F:56])[F:55])[N:38]=[C:37]([C:40]([O:42][CH3:43])=[O:41])[CH2:36][CH2:35]1, predict the reactants needed to synthesize it. The reactants are: FC1C=C(F)C=CC=1CN1C(=O)C=CC(CC2C3C(=CC=CC=3)N(CC(OC)=O)C=2C)=C1.[O:33]=[C:34]1[NH:39][N:38]=[C:37]([C:40]([O:42][CH3:43])=[O:41])[CH2:36][CH2:35]1.C(=O)([O-])[O-].[K+].[K+].Br[CH2:51][CH2:52][CH2:53][C:54]([F:57])([F:56])[F:55]. (3) Given the product [Cl:8][C:6]1[N:5]=[C:4]([N:9]2[CH2:14][CH2:13][O:12][CH2:11][CH2:10]2)[N:3]=[C:2]([NH:30][CH2:29][CH2:28][NH:27][C:21]2[CH:26]=[CH:25][CH:24]=[CH:23][CH:22]=2)[CH:7]=1, predict the reactants needed to synthesize it. The reactants are: Cl[C:2]1[CH:7]=[C:6]([Cl:8])[N:5]=[C:4]([N:9]2[CH2:14][CH2:13][O:12][CH2:11][CH2:10]2)[N:3]=1.CC(N(C)C)=O.[C:21]1([NH:27][CH2:28][CH2:29][NH2:30])[CH:26]=[CH:25][CH:24]=[CH:23][CH:22]=1. (4) The reactants are: [NH2:1][CH2:2][C:3]1[C:4]([F:26])=[CH:5][C:6]([Cl:25])=[C:7]([C:9]2[NH:10][C:11](=[O:24])[N:12]([C:14]3[CH:19]=[CH:18][C:17]([C:20]([F:23])([F:22])[F:21])=[CH:16][CH:15]=3)[N:13]=2)[CH:8]=1.[CH3:27][CH:28]([CH3:32])[C:29](Cl)=[O:30]. Given the product [Cl:25][C:6]1[C:7]([C:9]2[NH:10][C:11](=[O:24])[N:12]([C:14]3[CH:15]=[CH:16][C:17]([C:20]([F:22])([F:23])[F:21])=[CH:18][CH:19]=3)[N:13]=2)=[CH:8][C:3]([CH2:2][NH:1][C:29](=[O:30])[CH:28]([CH3:32])[CH3:27])=[C:4]([F:26])[CH:5]=1, predict the reactants needed to synthesize it. (5) Given the product [N:17]1([CH2:16][CH2:15][S:12]([CH2:11][C:8]2[CH:7]=[CH:6][C:5]([OH:4])=[CH:10][CH:9]=2)(=[O:14])=[O:13])[CH:21]=[CH:20][N:19]=[N:18]1, predict the reactants needed to synthesize it. The reactants are: C([O:4][C:5]1[CH:10]=[CH:9][C:8]([CH2:11][S:12]([CH2:15][CH2:16][N:17]2[CH:21]=[CH:20][N:19]=[N:18]2)(=[O:14])=[O:13])=[CH:7][CH:6]=1)C=C.CN1C(=O)CC(=O)N(C)C1=O.